From a dataset of Experimentally validated miRNA-target interactions with 360,000+ pairs, plus equal number of negative samples. Binary Classification. Given a miRNA mature sequence and a target amino acid sequence, predict their likelihood of interaction. (1) The miRNA is hsa-miR-6769a-3p with sequence GAGCCCCUCUCUGCUCUCCAG. The protein sequence of the target gene is MGDGGAERDRGPKRREEPGGRSGRHGEHRGAEDLRADTGSASPREIAGTSASSPAGSRESGGDSDGQQALGETDHCRRILVRDAKGTIREIVLPKGLDLDRPKRTRTSFTAEQLYRLEMEFQRCQYVVGRERTELARQLNLSETQVKVWFQNRRTKQKKDQSRDLEKRASSSASEAFATSNVLRLLEQGRLLSVPRAPSLLALTPGLPGLPASHRGTSLVDPRNSSPRLNPMPSASASSPLPPPLPAICFSSAPLLDLPAGYKLGSSAFEPYSRLEQQKVGSPGQSDKKADI. Result: 0 (no interaction). (2) The miRNA is hsa-miR-3617-3p with sequence CAUCAGCACCCUAUGUCCUUUCU. The protein sequence of the target gene is MCAARTPPLALVFRGTFVHSTWTCPMEVLRDHLLGVSDSGKIVFLEESSQQEKLAKEWCFKPCEIRELSHHEFFMPGLVDTHIHAPQYAFAGSNVDLPLLEWLNKYTFPTEQRFRSTDVAEEVYTRVVRRTLKNGTTTACYFGTIHTDSSLILAEITDKFGQRAFVGKVCMDLNDTVPEYKETTEESVKETERFVSEMLQKNYPRVKPIVTPRFTLSCTETLMSELGNIAKTHDLYIQSHISENREEIEAVKSLYPSYKNYTDVYDKNNLLTNKTVMAHGCYLSEEELNIFSERGASIAH.... Result: 0 (no interaction). (3) The miRNA is hsa-miR-4719 with sequence UCACAAAUCUAUAAUAUGCAGG. The protein sequence of the target gene is MNHLNVLAKALYDNVAESPDELSFRKGDIMTVLEQDTQGLDGWWLCSLHGRQGIVPGNRLKILVGMYDKKPAGPGPGPPATPAQPQPGLHAPAPPASQYTPMLPNTYQPQPDSVYLVPTPSKAQQGLYQVPGPSPQFQSPPAKQTSTFSKQTPHHPFPSPATDLYQVPPGPGGPAQDIYQVPPSAGMGHDIYQVPPSMDTRSWEGTKPPAKVVVPTRVGQGYVYEAAQPEQDEYDIPRHLLAPGPQDIYDVPPVRGLLPSQYGQEVYDTPPMAVKGPNGRDPLLEVYDVPPSVEKGLPPS.... Result: 0 (no interaction). (4) The miRNA is hsa-miR-4765 with sequence UGAGUGAUUGAUAGCUAUGUUC. The protein sequence of the target gene is MSAMEAADVFHRARGRTLDAFSSEKEREWKGPFYFVQGADTQFGLMKAWSTGNCDAGGDEWGQEIRLTEQAVEAINKLNPKPKFFVLCGDLVHAMPGTPWRQEQTRDLQRVLKAVDQDIPLVMVSGNHDLGNAPTAETVEEFCQTWGDDYFSFWVGGVLFLVLNSQFLYDASRCPALKQAQDHWLDQQLNIAEQKQCQHAIVFQHIPLFLQSIDEDDDYFNLTKTVRKELAEKLTRAGIRAVFSGHYHRNAGGTYQNLDMVVSSAIGCQLGKDTHGLRVVAITAEKIVHRYYSLDELSQG.... Result: 0 (no interaction). (5) The miRNA is hsa-miR-8081 with sequence CUUGAGUCGUGCCUUUCUGAAUG. The protein sequence of the target gene is MLSLDFLDDVRRMNKRQLYYQVLNFGMIVSSALMIWKGLMVITGSESPIVVVLSGSMEPAFHRGDLLFLTNRVEDPIRVGEIVVFRIEGREIPIVHRVLKIHEKQNGHIKFLTKGDNNAVDDRGLYKQGQHWLEKKDVVGRARGFVPYIGIVTILMNDYPKFKYAVLFLLGLFVLVHRE. Result: 0 (no interaction). (6) The miRNA is hsa-miR-7704 with sequence CGGGGUCGGCGGCGACGUG. The protein sequence of the target gene is MAYSTVQRVALASGLVLAVSLLLPKAFLSRGKRPEPPPGPEGKLDRFPPMMHHHSAPSDGQTPGARFQRSHLAEAFAKAKGAGGGAGGGGSGRGLMGQIIPIYGFGIFLYILYILFKLSKGKTAEDRNCSTAPPGNAHRKITNFELVQLQEKLKETEEAMEKLINRVGPNGESRAQAVTSDQEKRLLHQLREITRVMKEGKFIDTSPEKEAEEAPYMEDWEGYPEETYPIYDLSDGIKRRQETILVDYPDLKEPSAEEIAEQMGEIEEEGSERLSWDHLPTDPGAQKDNSVAPCDPKPES.... Result: 0 (no interaction). (7) The miRNA is hsa-miR-3151-3p with sequence CCUGAUCCCACAGCCCACCU. The protein sequence of the target gene is MGEEANDDKKPTTKFELERETELRFEVEASQSVQLELLTGMAEIFGTELTRNKKFTFDAGAKVAVFTWHGCSVQLSGRTEVAYVSKDTPMLLYLNTHTALEQMRRQAEKEEERGPRVMVVGPTDVGKSTVCRLLLNYAVRLGRRPTYVELDVGQGSVSIPGTMGALYIERPADVEEGFSIQAPLVYHFGSTTPGTNIKLYNKITSRLADVFNQRCEVNRRASVSGCVINTCGWVKGSGYQALVHAASAFEVDVVVVLDQERLYNELKRDLPHFVRTVLLPKSGGVVERSKDFRRECRDER.... Result: 0 (no interaction).